This data is from Forward reaction prediction with 1.9M reactions from USPTO patents (1976-2016). The task is: Predict the product of the given reaction. (1) Given the reactants [OH:1][C:2]1([CH2:15][CH:16]=O)[CH2:14][CH2:13][C:5]2([O:10][CH2:9][C:8]([CH3:12])([CH3:11])[CH2:7][O:6]2)[CH2:4][CH2:3]1.[F:18][CH:19]([F:29])[C:20]1[CH:25]=[CH:24][C:23]([C@@H:26]([NH2:28])[CH3:27])=[CH:22][CH:21]=1, predict the reaction product. The product is: [F:18][CH:19]([F:29])[C:20]1[CH:21]=[CH:22][C:23]([C@@H:26]([NH:28][CH2:16][CH2:15][C:2]2([OH:1])[CH2:3][CH2:4][C:5]3([O:10][CH2:9][C:8]([CH3:12])([CH3:11])[CH2:7][O:6]3)[CH2:13][CH2:14]2)[CH3:27])=[CH:24][CH:25]=1. (2) Given the reactants [OH:1][C@@H:2]1[CH2:22][N:5]2[C:6](=[O:21])[N:7]([C:9]3[CH:14]=[CH:13][C:12]([O:15][CH2:16][C:17]([F:20])([F:19])[F:18])=[CH:11][CH:10]=3)[CH2:8][CH:4]2[CH2:3]1.C1C=C[NH+]=CC=1.C1C=C[NH+]=CC=1.[O-][Cr](O[Cr]([O-])(=O)=O)(=O)=O, predict the reaction product. The product is: [F:20][C:17]([F:18])([F:19])[CH2:16][O:15][C:12]1[CH:13]=[CH:14][C:9]([N:7]2[CH2:8][C@@H:4]3[CH2:3][C:2](=[O:1])[CH2:22][N:5]3[C:6]2=[O:21])=[CH:10][CH:11]=1. (3) Given the reactants Cl[CH:2]([C:14]1[CH:19]=[CH:18][CH:17]=[CH:16][CH:15]=1)[C:3]([C:5]1[C:13]2[C:8](=[CH:9][CH:10]=[CH:11][CH:12]=2)[NH:7][CH:6]=1)=[O:4].[F:20][C:21]([F:30])([F:29])[C:22]1[CH:23]=[C:24]([CH:26]=[CH:27][CH:28]=1)[NH2:25].CCN(C(C)C)C(C)C, predict the reaction product. The product is: [NH:7]1[C:8]2[C:13](=[CH:12][CH:11]=[CH:10][CH:9]=2)[C:5]([C:3](=[O:4])[CH:2]([C:14]2[CH:19]=[CH:18][CH:17]=[CH:16][CH:15]=2)[NH:25][C:24]2[CH:26]=[CH:27][CH:28]=[C:22]([C:21]([F:20])([F:29])[F:30])[CH:23]=2)=[CH:6]1. (4) Given the reactants Br[C:2]1[CH:7]=[C:6]([O:8][CH3:9])[C:5]([C:10]2[C:11](=[O:17])[CH2:12][CH2:13][C:14]=2[O:15][CH3:16])=[C:4]([F:18])[CH:3]=1.[F:19][C:20]1[CH:25]=[CH:24][C:23](B(O)O)=[CH:22][CH:21]=1.P([O-])([O-])([O-])=O.[K+].[K+].[K+], predict the reaction product. The product is: [F:19][C:20]1[CH:25]=[CH:24][C:23]([C:2]2[CH:7]=[C:6]([O:8][CH3:9])[C:5]([C:10]3[C:11](=[O:17])[CH2:12][CH2:13][C:14]=3[O:15][CH3:16])=[C:4]([F:18])[CH:3]=2)=[CH:22][CH:21]=1. (5) Given the reactants S(Cl)(Cl)=O.[C:5]([OH:16])(=[O:15])[CH2:6][CH2:7][CH2:8][CH2:9][CH2:10][CH2:11][CH2:12][CH:13]=[CH2:14].CN(C)C=O.[C:22]1([CH3:28])[CH:27]=[CH:26][CH:25]=[CH:24][CH:23]=1, predict the reaction product. The product is: [C:5]([O:16][CH2:28][C:22]1[CH:27]=[CH:26][CH:25]=[CH:24][CH:23]=1)(=[O:15])[CH2:6][CH2:7][CH2:8][CH2:9][CH2:10][CH2:11][CH2:12][CH:13]=[CH2:14]. (6) The product is: [C:23]([CH:1]([NH2:2])[C:3]1[CH:4]=[C:5]([CH2:9][C@@H:10]([NH:12][C:13](=[O:22])[O:14][CH2:15][C:16]2[CH:17]=[CH:18][CH:19]=[CH:20][CH:21]=2)[CH3:11])[CH:6]=[CH:7][CH:8]=1)([O:25][C:26]([CH3:29])([CH3:28])[CH3:27])=[O:24]. Given the reactants [C:1]([C:3]1[CH:4]=[C:5]([CH2:9][C@@H:10]([NH:12][C:13](=[O:22])[O:14][CH2:15][C:16]2[CH:21]=[CH:20][CH:19]=[CH:18][CH:17]=2)[CH3:11])[CH:6]=[CH:7][CH:8]=1)#[N:2].[C:23](O[C:23]([O:25][C:26]([CH3:29])([CH3:28])[CH3:27])=[O:24])([O:25][C:26]([CH3:29])([CH3:28])[CH3:27])=[O:24].[BH4-].[Na+].NCCNCCN, predict the reaction product. (7) The product is: [C:1]([C:5]1[N:10]=[C:9]([N:11]2[CH2:16][CH2:15][N:14]([CH2:17][CH2:18][CH2:19][CH2:20][NH:21][C:31]([N:33]3[CH2:34][CH2:35][C:42]4[NH:43][C:44]5[CH:45]=[CH:46][C:47]([C:51]#[N:52])=[CH:48][C:49]=5[C:50]=4[CH2:37]3)=[O:32])[CH2:13][CH2:12]2)[CH:8]=[C:7]([C:22]([F:24])([F:25])[F:23])[N:6]=1)([CH3:4])([CH3:2])[CH3:3]. Given the reactants [C:1]([C:5]1[N:10]=[C:9]([N:11]2[CH2:16][CH2:15][N:14]([CH2:17][CH2:18][CH2:19][CH2:20][NH2:21])[CH2:13][CH2:12]2)[CH:8]=[C:7]([C:22]([F:25])([F:24])[F:23])[N:6]=1)([CH3:4])([CH3:3])[CH3:2].C1N=CN([C:31]([N:33]2[CH:37]=N[CH:35]=[CH:34]2)=[O:32])C=1.C1[C:50]2[C:49]3[CH:48]=[C:47]([C:51]#[N:52])[CH:46]=[CH:45][C:44]=3[NH:43][C:42]=2CCN1, predict the reaction product. (8) Given the reactants [CH:1]([C@@H:3]1[CH2:9][C@@H:8]2[C@@H:6]([CH2:7]2)[CH2:5][N:4]1[C:10]([O:12][C:13]([CH3:16])([CH3:15])[CH3:14])=[O:11])=[CH2:2].B1C2CCCC1CCC2.[OH:26]O.[OH-].[Na+], predict the reaction product. The product is: [OH:26][CH2:2][CH2:1][C@@H:3]1[CH2:9][C@@H:8]2[C@@H:6]([CH2:7]2)[CH2:5][N:4]1[C:10]([O:12][C:13]([CH3:16])([CH3:15])[CH3:14])=[O:11]. (9) Given the reactants [CH:1]1[C:10]2[C:5](=[CH:6][CH:7]=[CH:8][CH:9]=2)[CH:4]=[C:3]([CH2:11][NH:12][C:13](=[O:19])[O:14][C:15]([CH3:18])([CH3:17])[CH3:16])[N:2]=1.[H-].[Na+].I[CH2:23][CH3:24].O, predict the reaction product. The product is: [CH2:23]([N:12]([CH2:11][C:3]1[N:2]=[CH:1][C:10]2[C:5]([CH:4]=1)=[CH:6][CH:7]=[CH:8][CH:9]=2)[C:13](=[O:19])[O:14][C:15]([CH3:16])([CH3:18])[CH3:17])[CH3:24]. (10) Given the reactants [CH3:1][O:2][C:3]1[C:4](=[O:36])[C:5]([CH3:35])=[C:6]([CH2:12][C:13]2[CH:14]=[CH:15][C:16]([O:31]C(=O)C)=[C:17]([CH:30]=2)[C:18]([NH:20][C:21]2[CH:29]=[CH:28][C:24]([C:25]([OH:27])=[O:26])=[CH:23][CH:22]=2)=[O:19])[C:7](=[O:11])[C:8]=1[O:9][CH3:10].C(=O)([O-])O.[Na+], predict the reaction product. The product is: [CH3:1][O:2][C:3]1[C:4](=[O:36])[C:5]([CH3:35])=[C:6]([CH2:12][C:13]2[CH:14]=[CH:15][C:16]([OH:31])=[C:17]([CH:30]=2)[C:18]([NH:20][C:21]2[CH:29]=[CH:28][C:24]([C:25]([OH:27])=[O:26])=[CH:23][CH:22]=2)=[O:19])[C:7](=[O:11])[C:8]=1[O:9][CH3:10].